Task: Binary Classification. Given a miRNA mature sequence and a target amino acid sequence, predict their likelihood of interaction.. Dataset: Experimentally validated miRNA-target interactions with 360,000+ pairs, plus equal number of negative samples The miRNA is hsa-miR-195-5p with sequence UAGCAGCACAGAAAUAUUGGC. The protein sequence of the target gene is MSARLPVLSPPRWPRLLLLSLLLLGAVPGPRRSGAFYLPGLAPVNFCDEEKKSDECKAEIELFVNRLDSVESVLPYEYTAFDFCQASEGKRPSENLGQVLFGERIEPSPYKFTFNKKETCKLVCTKTYHTEKAEDKQKLEFLKKSMLLNYQHHWIVDNMPVTWCYDVEDGQRFCNPGFPIGCYITDKGHAKDACVISSDFHERDTFYIFNHVDIKIYYHVVETGSMGARLVAAKLEPKSFKHTHIDKPDCSGPPMDISNKASGEIKIAYTYSVSFEEDDKIRWASRWDYILESMPHTHIQ.... Result: 1 (interaction).